Dataset: Catalyst prediction with 721,799 reactions and 888 catalyst types from USPTO. Task: Predict which catalyst facilitates the given reaction. Reactant: [Si:1]([O:8][CH:9]1[CH:14]([OH:15])[CH2:13][CH:12]([C:16]2[CH:21]=[CH:20][N:19]=[CH:18][C:17]=2[N+:22]([O-:24])=[O:23])[O:11][CH:10]1[CH3:25])([C:4]([CH3:7])([CH3:6])[CH3:5])([CH3:3])[CH3:2].[CH3:26][C:27](OC(C)=O)=[O:28].O. Product: [C:27]([O:15][CH:14]1[CH2:13][CH:12]([C:16]2[CH:21]=[CH:20][N:19]=[CH:18][C:17]=2[N+:22]([O-:24])=[O:23])[O:11][CH:10]([CH3:25])[CH:9]1[O:8][Si:1]([C:4]([CH3:7])([CH3:5])[CH3:6])([CH3:3])[CH3:2])(=[O:28])[CH3:26]. The catalyst class is: 17.